Task: Predict the product of the given reaction.. Dataset: Forward reaction prediction with 1.9M reactions from USPTO patents (1976-2016) (1) The product is: [Cl:15][C:16]1[N:21]2[N:22]=[C:23]([C:30]3[CH:31]=[CH:32][C:33]([F:36])=[CH:34][CH:35]=3)[C:24]([C:25]3[C:26]([CH3:28])=[CH:27][N:10]=[C:8]([NH:7][CH:2]4[CH2:6][CH2:5][CH2:4][CH2:3]4)[N:9]=3)=[C:20]2[CH:19]=[CH:18][CH:17]=1. Given the reactants Cl.[CH:2]1([NH:7][C:8]([NH2:10])=[NH:9])[CH2:6][CH2:5][CH2:4][CH2:3]1.[O-]CC.[Na+].[Cl:15][C:16]1[N:21]2[N:22]=[C:23]([C:30]3[CH:35]=[CH:34][C:33]([F:36])=[CH:32][CH:31]=3)[C:24]([C:25](=O)[C:26]([CH3:28])=[CH2:27])=[C:20]2[CH:19]=[CH:18][CH:17]=1, predict the reaction product. (2) Given the reactants [Cl:1][C:2]1[CH:3]=[C:4]([C:8]2[CH:9]=[C:10]([CH2:16][N:17]3[CH:21]=[C:20]([C:22]#[N:23])[CH:19]=[N:18]3)[CH:11]=[N:12][C:13]=2[O:14][CH3:15])[CH:5]=[CH:6][CH:7]=1.[OH-:24].[Na+].OO.O, predict the reaction product. The product is: [Cl:1][C:2]1[CH:3]=[C:4]([C:8]2[CH:9]=[C:10]([CH2:16][N:17]3[CH:21]=[C:20]([C:22]([NH2:23])=[O:24])[CH:19]=[N:18]3)[CH:11]=[N:12][C:13]=2[O:14][CH3:15])[CH:5]=[CH:6][CH:7]=1. (3) Given the reactants [Br:1][C:2]1[CH:3]=[CH:4][C:5]2[C:11]3[S:12][C:13]([C:15]([NH:17][C:18]4[CH:23]=[CH:22][C:21]([C:24](=[O:28])[N:25]([CH3:27])[CH3:26])=[CH:20][C:19]=4[Cl:29])=[O:16])=[CH:14][C:10]=3[CH2:9][CH2:8][O:7][C:6]=2[CH:30]=1.[C:31]([O-])([O-])=O.[Cs+].[Cs+].CI, predict the reaction product. The product is: [Br:1][C:2]1[CH:3]=[CH:4][C:5]2[C:11]3[S:12][C:13]([C:15]([N:17]([C:18]4[CH:23]=[CH:22][C:21]([C:24](=[O:28])[N:25]([CH3:27])[CH3:26])=[CH:20][C:19]=4[Cl:29])[CH3:31])=[O:16])=[CH:14][C:10]=3[CH2:9][CH2:8][O:7][C:6]=2[CH:30]=1. (4) Given the reactants [C:1]([C:5]1[CH:6]=[C:7]2[C:12](=[C:13]([F:15])[CH:14]=1)[C:11](=[O:16])[N:10]([C:17]1[CH:22]=[CH:21][CH:20]=[C:19]([C:23]3[CH:28]=[C:27]([NH:29][C:30]4[CH:35]=[CH:34][C:33]([O:36][CH2:37][C@@H:38]([O:42][Si](C(C)(C)C)(C)C)[CH2:39][O:40][CH3:41])=[CH:32][N:31]=4)[C:26](=[O:50])[N:25]([CH3:51])[N:24]=3)[C:18]=1[CH2:52][OH:53])[N:9]=[CH:8]2)([CH3:4])([CH3:3])[CH3:2].CCCC[N+](CCCC)(CCCC)CCCC.[F-].O.[Na+].[Cl-], predict the reaction product. The product is: [C:1]([C:5]1[CH:6]=[C:7]2[C:12](=[C:13]([F:15])[CH:14]=1)[C:11](=[O:16])[N:10]([C:17]1[CH:22]=[CH:21][CH:20]=[C:19]([C:23]3[CH:28]=[C:27]([NH:29][C:30]4[CH:35]=[CH:34][C:33]([O:36][CH2:37][C@@H:38]([OH:42])[CH2:39][O:40][CH3:41])=[CH:32][N:31]=4)[C:26](=[O:50])[N:25]([CH3:51])[N:24]=3)[C:18]=1[CH2:52][OH:53])[N:9]=[CH:8]2)([CH3:4])([CH3:2])[CH3:3]. (5) Given the reactants [CH3:1][O:2][C:3]1[C:4]([N+:21]([O-])=O)=[CH:5][C:6]([C:17]([F:20])([F:19])[F:18])=[C:7]([C:9]([N:11]2[CH2:16][CH2:15][O:14][CH2:13][CH2:12]2)=[O:10])[CH:8]=1.O.O.Cl[Sn]Cl.[OH-].[Na+].C(Cl)Cl, predict the reaction product. The product is: [NH2:21][C:4]1[C:3]([O:2][CH3:1])=[CH:8][C:7]([C:9]([N:11]2[CH2:12][CH2:13][O:14][CH2:15][CH2:16]2)=[O:10])=[C:6]([C:17]([F:20])([F:19])[F:18])[CH:5]=1. (6) Given the reactants [C:1]([O:5][C:6]([C@@:8]1([CH2:23][CH2:24][CH2:25][O:26][Si](C(C)(C)C)(C)C)[CH:12]([F:13])[C:11](=[O:14])[N:10]([C@@H:15]([C:17]2[CH:22]=[CH:21][CH:20]=[CH:19][CH:18]=2)[CH3:16])[CH2:9]1)=[O:7])([CH3:4])([CH3:3])[CH3:2].C(O)(=O)C.[F-].C([N+](CCCC)(CCCC)CCCC)CCC, predict the reaction product. The product is: [C:1]([O:5][C:6]([C@@:8]1([CH2:23][CH2:24][CH2:25][OH:26])[CH:12]([F:13])[C:11](=[O:14])[N:10]([C@@H:15]([C:17]2[CH:22]=[CH:21][CH:20]=[CH:19][CH:18]=2)[CH3:16])[CH2:9]1)=[O:7])([CH3:4])([CH3:3])[CH3:2].